From a dataset of NCI-60 drug combinations with 297,098 pairs across 59 cell lines. Regression. Given two drug SMILES strings and cell line genomic features, predict the synergy score measuring deviation from expected non-interaction effect. (1) Drug 2: CC1=C2C(C(=O)C3(C(CC4C(C3C(C(C2(C)C)(CC1OC(=O)C(C(C5=CC=CC=C5)NC(=O)C6=CC=CC=C6)O)O)OC(=O)C7=CC=CC=C7)(CO4)OC(=O)C)O)C)OC(=O)C. Synergy scores: CSS=23.5, Synergy_ZIP=-3.08, Synergy_Bliss=-1.18, Synergy_Loewe=-35.4, Synergy_HSA=-4.08. Drug 1: C1=NC2=C(N=C(N=C2N1C3C(C(C(O3)CO)O)O)F)N. Cell line: OVCAR-4. (2) Drug 1: C1CCN(CC1)CCOC2=CC=C(C=C2)C(=O)C3=C(SC4=C3C=CC(=C4)O)C5=CC=C(C=C5)O. Drug 2: C1CC(=O)NC(=O)C1N2CC3=C(C2=O)C=CC=C3N. Cell line: HCT116. Synergy scores: CSS=2.07, Synergy_ZIP=1.25, Synergy_Bliss=3.85, Synergy_Loewe=-0.0949, Synergy_HSA=0.262. (3) Drug 1: CC12CCC3C(C1CCC2=O)CC(=C)C4=CC(=O)C=CC34C. Drug 2: C1=CC=C(C=C1)NC(=O)CCCCCCC(=O)NO. Cell line: SF-268. Synergy scores: CSS=48.7, Synergy_ZIP=2.45, Synergy_Bliss=8.83, Synergy_Loewe=7.82, Synergy_HSA=9.28. (4) Drug 1: CN(C)C1=NC(=NC(=N1)N(C)C)N(C)C. Drug 2: CCCS(=O)(=O)NC1=C(C(=C(C=C1)F)C(=O)C2=CNC3=C2C=C(C=N3)C4=CC=C(C=C4)Cl)F. Cell line: CCRF-CEM. Synergy scores: CSS=-4.23, Synergy_ZIP=2.54, Synergy_Bliss=1.58, Synergy_Loewe=-4.07, Synergy_HSA=-2.46. (5) Drug 1: CC1C(C(CC(O1)OC2CC(CC3=C2C(=C4C(=C3O)C(=O)C5=C(C4=O)C(=CC=C5)OC)O)(C(=O)C)O)N)O.Cl. Drug 2: CN(CCCl)CCCl.Cl. Cell line: RXF 393. Synergy scores: CSS=18.5, Synergy_ZIP=-7.26, Synergy_Bliss=-2.02, Synergy_Loewe=-1.49, Synergy_HSA=0.0607. (6) Drug 1: CN(C)C1=NC(=NC(=N1)N(C)C)N(C)C. Drug 2: C1=NC2=C(N1)C(=S)N=C(N2)N. Cell line: MALME-3M. Synergy scores: CSS=17.2, Synergy_ZIP=-7.16, Synergy_Bliss=2.18, Synergy_Loewe=-24.7, Synergy_HSA=-0.562. (7) Drug 1: CC1C(C(CC(O1)OC2CC(CC3=C2C(=C4C(=C3O)C(=O)C5=C(C4=O)C(=CC=C5)OC)O)(C(=O)C)O)N)O.Cl. Drug 2: CCCCC(=O)OCC(=O)C1(CC(C2=C(C1)C(=C3C(=C2O)C(=O)C4=C(C3=O)C=CC=C4OC)O)OC5CC(C(C(O5)C)O)NC(=O)C(F)(F)F)O. Cell line: HOP-92. Synergy scores: CSS=12.0, Synergy_ZIP=-8.18, Synergy_Bliss=-3.67, Synergy_Loewe=-2.05, Synergy_HSA=-2.05.